Dataset: Reaction yield outcomes from USPTO patents with 853,638 reactions. Task: Predict the reaction yield, written as a fraction of the theoretical maximum amount of product (1.0 means a 100% yield; for example, 0.34 means a 34% yield). (1) The reactants are [Cl:1][C:2]1[CH:7]=[CH:6][CH:5]=[C:4]([F:8])[C:3]=1[C:9]1[C:13]([C:14](O)=[O:15])=[C:12]([C:17]2[CH:18]=[N:19][N:20]([C:26]3[CH:31]=[CH:30][CH:29]=[C:28]([Cl:32])[CH:27]=3)[C:21]=2[C:22]([F:25])([F:24])[F:23])[O:11][N:10]=1.[Cl-].[NH4+].CC([N:38](C)C)=O.CCN(C(C)C)C(C)C. The catalyst is C(OC(=O)C)C. The product is [Cl:1][C:2]1[CH:7]=[CH:6][CH:5]=[C:4]([F:8])[C:3]=1[C:9]1[C:13]([C:14]([NH2:38])=[O:15])=[C:12]([C:17]2[CH:18]=[N:19][N:20]([C:26]3[CH:31]=[CH:30][CH:29]=[C:28]([Cl:32])[CH:27]=3)[C:21]=2[C:22]([F:23])([F:25])[F:24])[O:11][N:10]=1. The yield is 0.900. (2) The reactants are [NH2:1][C:2]([C:4]1[S:8][C:7]([C:9]2[CH:10]=[C:11]3[C:16](=[CH:17][CH:18]=2)[C:15](=[O:19])[N:14]([CH2:20][CH:21]([CH3:23])[CH3:22])[C:13]([CH2:24][NH:25]C(=O)OC(C)(C)C)=[C:12]3[O:33][CH2:34][CH2:35][CH2:36][CH3:37])=[N:6][C:5]=1[CH3:38])=[O:3].[ClH:39]. The catalyst is C(OCC)(=O)C. The product is [ClH:39].[NH2:25][CH2:24][C:13]1[N:14]([CH2:20][CH:21]([CH3:22])[CH3:23])[C:15](=[O:19])[C:16]2[C:11]([C:12]=1[O:33][CH2:34][CH2:35][CH2:36][CH3:37])=[CH:10][C:9]([C:7]1[S:8][C:4]([C:2]([NH2:1])=[O:3])=[C:5]([CH3:38])[N:6]=1)=[CH:18][CH:17]=2. The yield is 0.947.